From a dataset of Forward reaction prediction with 1.9M reactions from USPTO patents (1976-2016). Predict the product of the given reaction. (1) Given the reactants [Cl:1][C:2]1[CH:7]=[CH:6][C:5]([CH:8]([C:21]2[CH:26]=[CH:25][C:24]([F:27])=[CH:23][CH:22]=2)[C:9]2[C:17]3[C:12](=[C:13]([CH2:18][S:19][CH3:20])[CH:14]=[CH:15][CH:16]=3)[NH:11][CH:10]=2)=[CH:4][CH:3]=1.ClCCl.ClC1C=CC=C(C(OO)=[O:39])C=1, predict the reaction product. The product is: [Cl:1][C:2]1[CH:7]=[CH:6][C:5]([CH:8]([C:21]2[CH:22]=[CH:23][C:24]([F:27])=[CH:25][CH:26]=2)[C:9]2[C:17]3[C:12](=[C:13]([CH2:18][S:19]([CH3:20])=[O:39])[CH:14]=[CH:15][CH:16]=3)[NH:11][CH:10]=2)=[CH:4][CH:3]=1. (2) Given the reactants Cl[C:2]1[C:12]([C:13]#[N:14])=[CH:11][C:5]([C:6]([O:8][CH2:9][CH3:10])=[O:7])=[C:4]([CH:15]([CH3:17])[CH3:16])[N:3]=1.Cl.[CH2:19]([S:26]([NH:29][C:30]([CH:32]1[CH2:37][CH2:36][NH:35][CH2:34][CH2:33]1)=[O:31])(=[O:28])=[O:27])[C:20]1[CH:25]=[CH:24][CH:23]=[CH:22][CH:21]=1.CCN(C(C)C)C(C)C.CO, predict the reaction product. The product is: [CH2:9]([O:8][C:6](=[O:7])[C:5]1[CH:11]=[C:12]([C:13]#[N:14])[C:2]([N:35]2[CH2:36][CH2:37][CH:32]([C:30]([NH:29][S:26]([CH2:19][C:20]3[CH:21]=[CH:22][CH:23]=[CH:24][CH:25]=3)(=[O:28])=[O:27])=[O:31])[CH2:33][CH2:34]2)=[N:3][C:4]=1[CH:15]([CH3:17])[CH3:16])[CH3:10]. (3) The product is: [CH3:6][O:7][C:8]1[N:13]=[C:12]([C:14]2[CH:15]=[CH:16][C:17]([C:20]([OH:22])([CH3:1])[CH3:21])=[CH:18][CH:19]=2)[C:11]([N:23]2[CH2:24][CH2:25][N:26]([C:29]3[CH:30]=[CH:31][C:32]([O:35][CH3:36])=[CH:33][CH:34]=3)[CH2:27][CH2:28]2)=[CH:10][CH:9]=1. Given the reactants [CH2:1]1COCC1.[CH3:6][O:7][C:8]1[N:13]=[C:12]([C:14]2[CH:19]=[CH:18][C:17]([C:20](=[O:22])[CH3:21])=[CH:16][CH:15]=2)[C:11]([N:23]2[CH2:28][CH2:27][N:26]([C:29]3[CH:34]=[CH:33][C:32]([O:35][CH3:36])=[CH:31][CH:30]=3)[CH2:25][CH2:24]2)=[CH:10][CH:9]=1.C[Mg]Br, predict the reaction product. (4) Given the reactants [CH3:1][N:2]([CH3:18])[C:3]1([C:11]2[CH:16]=[CH:15][CH:14]=[C:13]([F:17])[CH:12]=2)[CH2:8][CH2:7][CH:6]([CH:9]=[O:10])[CH2:5][CH2:4]1.[C:19](O[K])(C)(C)C.CI, predict the reaction product. The product is: [CH3:1][N:2]([CH3:18])[C:3]1([C:11]2[CH:16]=[CH:15][CH:14]=[C:13]([F:17])[CH:12]=2)[CH2:8][CH2:7][C:6]([CH3:19])([CH:9]=[O:10])[CH2:5][CH2:4]1. (5) Given the reactants [Cl:1][C:2]1[CH:7]=[CH:6][C:5]([C:8]2([CH3:41])[C:12]([C:14]3[CH:19]=[CH:18][C:17]([Cl:20])=[CH:16][CH:15]=3)([CH3:13])[N:11]([C:21](Cl)=[O:22])[C:10]([C:24]3[CH:29]=[CH:28][C:27]([S:30]([N:33]4[CH2:37][CH2:36][CH2:35][CH2:34]4)(=[O:32])=[O:31])=[CH:26][C:25]=3[O:38][CH2:39][CH3:40])=[N:9]2)=[CH:4][CH:3]=1.[N:42]1([CH2:48][CH2:49][OH:50])[CH2:47][CH2:46][NH:45][CH2:44][CH2:43]1, predict the reaction product. The product is: [Cl:1][C:2]1[CH:3]=[CH:4][C:5]([C@@:8]2([CH3:41])[C@:12]([C:14]3[CH:19]=[CH:18][C:17]([Cl:20])=[CH:16][CH:15]=3)([CH3:13])[N:11]([C:21]([N:45]3[CH2:46][CH2:47][N:42]([CH2:48][CH2:49][OH:50])[CH2:43][CH2:44]3)=[O:22])[C:10]([C:24]3[CH:29]=[CH:28][C:27]([S:30]([N:33]4[CH2:34][CH2:35][CH2:36][CH2:37]4)(=[O:31])=[O:32])=[CH:26][C:25]=3[O:38][CH2:39][CH3:40])=[N:9]2)=[CH:6][CH:7]=1.